Dataset: NCI-60 drug combinations with 297,098 pairs across 59 cell lines. Task: Regression. Given two drug SMILES strings and cell line genomic features, predict the synergy score measuring deviation from expected non-interaction effect. (1) Drug 1: C1=CN(C=N1)CC(O)(P(=O)(O)O)P(=O)(O)O. Drug 2: C1=NC2=C(N1)C(=S)N=CN2. Cell line: HOP-92. Synergy scores: CSS=41.4, Synergy_ZIP=-4.56, Synergy_Bliss=-4.23, Synergy_Loewe=-10.7, Synergy_HSA=-0.610. (2) Drug 1: CC12CCC3C(C1CCC2O)C(CC4=C3C=CC(=C4)O)CCCCCCCCCS(=O)CCCC(C(F)(F)F)(F)F. Drug 2: C1CC(=O)NC(=O)C1N2C(=O)C3=CC=CC=C3C2=O. Cell line: OVCAR-5. Synergy scores: CSS=-0.218, Synergy_ZIP=1.03, Synergy_Bliss=3.83, Synergy_Loewe=-2.68, Synergy_HSA=-2.21. (3) Drug 1: CS(=O)(=O)CCNCC1=CC=C(O1)C2=CC3=C(C=C2)N=CN=C3NC4=CC(=C(C=C4)OCC5=CC(=CC=C5)F)Cl. Drug 2: C(CC(=O)O)C(=O)CN.Cl. Cell line: HOP-62. Synergy scores: CSS=10.1, Synergy_ZIP=6.37, Synergy_Bliss=5.88, Synergy_Loewe=-0.0420, Synergy_HSA=-1.60.